From a dataset of NCI-60 drug combinations with 297,098 pairs across 59 cell lines. Regression. Given two drug SMILES strings and cell line genomic features, predict the synergy score measuring deviation from expected non-interaction effect. (1) Cell line: HT29. Drug 2: CCC1=C2CN3C(=CC4=C(C3=O)COC(=O)C4(CC)O)C2=NC5=C1C=C(C=C5)O. Drug 1: B(C(CC(C)C)NC(=O)C(CC1=CC=CC=C1)NC(=O)C2=NC=CN=C2)(O)O. Synergy scores: CSS=56.7, Synergy_ZIP=0.952, Synergy_Bliss=1.13, Synergy_Loewe=-4.23, Synergy_HSA=1.81. (2) Drug 1: COC1=NC(=NC2=C1N=CN2C3C(C(C(O3)CO)O)O)N. Drug 2: C1=CN(C=N1)CC(O)(P(=O)(O)O)P(=O)(O)O. Cell line: SW-620. Synergy scores: CSS=7.58, Synergy_ZIP=-3.25, Synergy_Bliss=1.88, Synergy_Loewe=0.694, Synergy_HSA=0.995. (3) Drug 1: C1=C(C(=O)NC(=O)N1)N(CCCl)CCCl. Drug 2: CNC(=O)C1=NC=CC(=C1)OC2=CC=C(C=C2)NC(=O)NC3=CC(=C(C=C3)Cl)C(F)(F)F. Cell line: UACC-257. Synergy scores: CSS=25.5, Synergy_ZIP=-5.44, Synergy_Bliss=-5.98, Synergy_Loewe=-15.3, Synergy_HSA=-6.23.